From a dataset of Reaction yield outcomes from USPTO patents with 853,638 reactions. Predict the reaction yield, written as a fraction of the theoretical maximum amount of product (1.0 means a 100% yield; for example, 0.34 means a 34% yield). (1) The product is [Br:1][CH2:2][C:3]1[C:12]2[C:7](=[CH:8][CH:9]=[CH:10][CH:11]=2)[C:6]([CH:13]=[O:25])=[CH:5][CH:4]=1. The catalyst is C1(C)C=CC=CC=1. The yield is 0.880. The reactants are [Br:1][CH2:2][C:3]1[C:12]2[C:7](=[CH:8][CH:9]=[CH:10][CH:11]=2)[C:6]([C:13]#N)=[CH:5][CH:4]=1.CC(C[AlH]CC(C)C)C.Cl.[OH2:25]. (2) The reactants are [C:1]([O:4][CH2:5][C@@H:6]1[C@@H:13]2[C@@H:9]([O:10][C:11]([CH3:15])([CH3:14])[O:12]2)[C@H:8]([N:16]2[CH:24]=[N:23][C:22]3[C:17]2=[N:18][CH:19]=[N:20][C:21]=3[NH2:25])[O:7]1)(=[O:3])[CH3:2].[C:26]1([N:32]=[C:33]=[O:34])[CH:31]=[CH:30][CH:29]=[CH:28][CH:27]=1. The catalyst is C(C#N)(C)=O. The product is [C:1]([O:4][CH2:5][C@@H:6]1[C@@H:13]2[C@@H:9]([O:10][C:11]([CH3:15])([CH3:14])[O:12]2)[C@H:8]([N:16]2[CH:24]=[N:23][C:22]3[C:17]2=[N:18][CH:19]=[N:20][C:21]=3[NH:25][C:33]([NH:32][C:26]2[CH:31]=[CH:30][CH:29]=[CH:28][CH:27]=2)=[O:34])[O:7]1)(=[O:3])[CH3:2]. The yield is 1.00. (3) The reactants are [NH2:1][C:2]([C:4]1[CH:9]=[C:8]([C:10]([F:13])([F:12])[F:11])[N:7]=[C:6]([O:14][CH:15]2[CH2:20][CH2:19][N:18](C(OC(C)(C)C)=O)[CH2:17][CH2:16]2)[CH:5]=1)=[O:3].O1CCOCC1.Cl.[OH-].[NH4+]. The catalyst is C(#N)C. The product is [NH:18]1[CH2:19][CH2:20][CH:15]([O:14][C:6]2[CH:5]=[C:4]([CH:9]=[C:8]([C:10]([F:12])([F:11])[F:13])[N:7]=2)[C:2]([NH2:1])=[O:3])[CH2:16][CH2:17]1. The yield is 0.600. (4) The reactants are [F:1][C:2]1[CH:7]=[C:6]([O:8][CH3:9])[CH:5]=[CH:4][C:3]=1[C:10]1[CH:15]=[CH:14][N:13]([CH2:16][CH2:17][C@@:18]([CH3:33])([S:29]([CH3:32])(=[O:31])=[O:30])[C:19]([NH:21][O:22]C2CCCCO2)=[O:20])[C:12](=[O:34])[CH:11]=1.C1(C)C=CC(S(O)(=O)=O)=CC=1.[NH+]1C=CC=CC=1.O. The catalyst is C(O)C. The product is [F:1][C:2]1[CH:7]=[C:6]([O:8][CH3:9])[CH:5]=[CH:4][C:3]=1[C:10]1[CH:15]=[CH:14][N:13]([CH2:16][CH2:17][C@@:18]([CH3:33])([S:29]([CH3:32])(=[O:30])=[O:31])[C:19]([NH:21][OH:22])=[O:20])[C:12](=[O:34])[CH:11]=1. The yield is 0.763. (5) The reactants are Br[C:2]1[CH:17]=[CH:16][C:5]([CH2:6][CH2:7][NH:8][C:9](=[O:15])[O:10][C:11]([CH3:14])([CH3:13])[CH3:12])=[CH:4][CH:3]=1.[B:18]1([B:18]2[O:22][C:21]([CH3:24])([CH3:23])[C:20]([CH3:26])([CH3:25])[O:19]2)[O:22][C:21]([CH3:24])([CH3:23])[C:20]([CH3:26])([CH3:25])[O:19]1.C([O-])(=O)C.[K+]. The yield is 0.700. The product is [CH3:25][C:20]1([CH3:26])[C:21]([CH3:24])([CH3:23])[O:22][B:18]([C:2]2[CH:17]=[CH:16][C:5]([CH2:6][CH2:7][NH:8][C:9](=[O:15])[O:10][C:11]([CH3:14])([CH3:13])[CH3:12])=[CH:4][CH:3]=2)[O:19]1. The catalyst is O1CCOCC1. (6) The reactants are [Br:1][C:2]1[CH:7]=[CH:6][C:5]([C:8]2(O)[CH2:11][CH2:10][CH2:9]2)=[CH:4][CH:3]=1.C([SiH](CC)CC)C. The catalyst is C(Cl)Cl. The product is [Br:1][C:2]1[CH:7]=[CH:6][C:5]([CH:8]2[CH2:11][CH2:10][CH2:9]2)=[CH:4][CH:3]=1. The yield is 0.660. (7) The reactants are [F:1][C:2]1[CH:7]=[CH:6][C:5]([C@H:8]([CH3:21])[CH2:9][N:10]2C(=O)C3C(=CC=CC=3)C2=O)=[CH:4][CH:3]=1.NN. The catalyst is C1(C)C=CC=CC=1. The product is [F:1][C:2]1[CH:3]=[CH:4][C:5]([C@H:8]([CH3:21])[CH2:9][NH2:10])=[CH:6][CH:7]=1. The yield is 0.990. (8) The reactants are [CH2:1]([O:3][C:4]1[CH:5]=[CH:6][C:7]([CH3:14])=[C:8]([CH:13]=1)[C:9]([O:11][CH3:12])=[O:10])[CH3:2].C1C(=O)N([Br:22])C(=O)C1. The catalyst is C(Cl)(Cl)(Cl)Cl.C(Cl)Cl.[Cl-].[Na+].O. The product is [Br:22][CH2:14][C:7]1[CH:6]=[CH:5][C:4]([O:3][CH2:1][CH3:2])=[CH:13][C:8]=1[C:9]([O:11][CH3:12])=[O:10]. The yield is 0.860. (9) The reactants are C(O)=O.[C:4](OC(=O)C)(=O)C.[Cl:11][C:12]1[CH:18]=[CH:17][C:15]([NH2:16])=[CH:14][C:13]=1[F:19]. The catalyst is C1COCC1. The product is [Cl:11][C:12]1[CH:18]=[CH:17][C:15]([NH:16][CH3:4])=[CH:14][C:13]=1[F:19]. The yield is 0.980.